Dataset: Reaction yield outcomes from USPTO patents with 853,638 reactions. Task: Predict the reaction yield, written as a fraction of the theoretical maximum amount of product (1.0 means a 100% yield; for example, 0.34 means a 34% yield). (1) The reactants are [C:1]([O:5][C:6]([NH:8][C@H:9]([CH2:17][OH:18])[CH2:10][CH2:11][CH2:12][C:13]([O:15][CH3:16])=[O:14])=[O:7])([CH3:4])([CH3:3])[CH3:2].N1C=CN=C1.[Si:24](Cl)([C:27]([CH3:30])([CH3:29])[CH3:28])([CH3:26])[CH3:25].C(OCC)C. The product is [C:1]([O:5][C:6]([NH:8][C@H:9]([CH2:17][O:18][Si:24]([C:27]([CH3:30])([CH3:29])[CH3:28])([CH3:26])[CH3:25])[CH2:10][CH2:11][CH2:12][C:13]([O:15][CH3:16])=[O:14])=[O:7])([CH3:3])([CH3:2])[CH3:4]. The yield is 0.920. The catalyst is CN(C=O)C.[Cl-].[Na+].O. (2) The reactants are [NH:1]1[C:9]2[CH:8]=[CH:7][CH:6]=[C:5]([CH:10]=[O:11])[C:4]=2[CH:3]=[CH:2]1.[H-].[Na+].[CH3:14]I.O. The catalyst is CN(C=O)C. The product is [CH3:14][N:1]1[C:9]2[CH:8]=[CH:7][CH:6]=[C:5]([CH:10]=[O:11])[C:4]=2[CH:3]=[CH:2]1. The yield is 0.990. (3) The reactants are [Br:1][C:2]1[CH:3]=[C:4]([NH:10][C:11]2[CH:15]=[C:14]([CH3:16])[NH:13][N:12]=2)[C:5](=[O:9])[N:6]([CH3:8])[CH:7]=1.[H-].[Na+].[CH3:19]I.O. The catalyst is CN(C=O)C. The product is [Br:1][C:2]1[CH:3]=[C:4]([NH:10][C:11]2[CH:15]=[C:14]([CH3:16])[N:13]([CH3:19])[N:12]=2)[C:5](=[O:9])[N:6]([CH3:8])[CH:7]=1. The yield is 0.240. (4) The product is [Cl:12][C:13]1[CH:22]=[C:21]([Cl:23])[C:20]([N:24]2[CH:5]=[CH:4][CH:3]=[N:25]2)=[CH:19][C:14]=1[C:15]([O:17][CH3:18])=[O:16]. The catalyst is CCO. The yield is 0.570. The reactants are CO[CH:3](OC)[CH2:4][CH:5](OC)OC.[Cl:12][C:13]1[CH:22]=[C:21]([Cl:23])[C:20]([NH:24][NH2:25])=[CH:19][C:14]=1[C:15]([O:17][CH3:18])=[O:16]. (5) The reactants are [Cl:1][CH2:2][CH2:3][CH2:4][C:5](Cl)=[O:6].[C:8]1([CH3:14])[CH:13]=[CH:12][CH:11]=[CH:10][CH:9]=1. No catalyst specified. The product is [Cl:1][CH2:2][CH2:3][CH2:4][C:5]([C:11]1[CH:12]=[CH:13][C:8]([CH3:14])=[CH:9][CH:10]=1)=[O:6]. The yield is 0.950.